Dataset: Peptide-MHC class I binding affinity with 185,985 pairs from IEDB/IMGT. Task: Regression. Given a peptide amino acid sequence and an MHC pseudo amino acid sequence, predict their binding affinity value. This is MHC class I binding data. The peptide sequence is WLKHIEKNY. The MHC is HLA-B39:01 with pseudo-sequence HLA-B39:01. The binding affinity (normalized) is 0.0847.